This data is from Reaction yield outcomes from USPTO patents with 853,638 reactions. The task is: Predict the reaction yield, written as a fraction of the theoretical maximum amount of product (1.0 means a 100% yield; for example, 0.34 means a 34% yield). (1) The reactants are Cl.Cl.[CH3:3][Si:4]([CH3:31])([CH3:30])[CH2:5][CH2:6][O:7][CH2:8][N:9]1[C:13]2[N:14]=[CH:15][N:16]=[C:17]([C:18]3[CH:19]=[N:20][N:21]([C:23]4([CH2:27][C:28]#[N:29])[CH2:26][NH:25][CH2:24]4)[CH:22]=3)[C:12]=2[CH:11]=[CH:10]1.Br[C:33]1[CH:42]=[CH:41][C:36]([C:37]([O:39][CH3:40])=[O:38])=[CH:35][CH:34]=1.C(=O)([O-])[O-].[Cs+].[Cs+].C1(PC2C=CC=CC=2)C=CC=CC=1. The catalyst is C1(C)C=CC=CC=1.C([O-])(=O)C.[Pd+2].C([O-])(=O)C. The product is [C:28]([CH2:27][C:23]1([N:21]2[CH:22]=[C:18]([C:17]3[C:12]4[CH:11]=[CH:10][N:9]([CH2:8][O:7][CH2:6][CH2:5][Si:4]([CH3:30])([CH3:3])[CH3:31])[C:13]=4[N:14]=[CH:15][N:16]=3)[CH:19]=[N:20]2)[CH2:24][N:25]([C:33]2[CH:42]=[CH:41][C:36]([C:37]([O:39][CH3:40])=[O:38])=[CH:35][CH:34]=2)[CH2:26]1)#[N:29]. The yield is 0.870. (2) The reactants are [CH3:1][O:2][C:3]1[C:4]([O:16][CH2:17][CH2:18][CH2:19][Cl:20])=[CH:5][C:6]([N+:13]([O-])=O)=[C:7]([CH:12]=1)[C:8]([O:10][CH3:11])=[O:9]. The catalyst is [Pd].C(O)=O. The product is [CH3:1][O:2][C:3]1[CH:12]=[C:7]([C:8]([O:10][CH3:11])=[O:9])[C:6]([NH2:13])=[CH:5][C:4]=1[O:16][CH2:17][CH2:18][CH2:19][Cl:20]. The yield is 0.870. (3) The product is [F:1][C:2]1[C:3]([CH3:35])=[C:4]([NH:8][C:9]2[N:14]3[N:15]=[CH:16][C:17]([C:18]([NH:42][S:39]([CH:36]4[CH2:38][CH2:37]4)(=[O:41])=[O:40])=[O:19])=[C:13]3[N:12]=[CH:11][C:10]=2[C:21]([N:23]2[CH2:28][CH2:27][CH:26]([C:29]3[CH:30]=[CH:31][CH:32]=[CH:33][CH:34]=3)[CH2:25][CH2:24]2)=[O:22])[CH:5]=[CH:6][CH:7]=1. The reactants are [F:1][C:2]1[C:3]([CH3:35])=[C:4]([NH:8][C:9]2[N:14]3[N:15]=[CH:16][C:17]([C:18](O)=[O:19])=[C:13]3[N:12]=[CH:11][C:10]=2[C:21]([N:23]2[CH2:28][CH2:27][CH:26]([C:29]3[CH:34]=[CH:33][CH:32]=[CH:31][CH:30]=3)[CH2:25][CH2:24]2)=[O:22])[CH:5]=[CH:6][CH:7]=1.[CH:36]1([S:39]([NH2:42])(=[O:41])=[O:40])[CH2:38][CH2:37]1. No catalyst specified. The yield is 0.110. (4) The reactants are [C:1]([C:3]1[CH:8]=[CH:7][C:6]([CH2:9][OH:10])=[C:5]([CH3:11])[CH:4]=1)#[CH:2].[CH2:12]([O:14][C:15](=[O:23])[C:16]1[CH:21]=[CH:20][C:19](I)=[CH:18][CH:17]=1)[CH3:13]. The catalyst is C(N(CC)CC)C.[Cu]I.Cl[Pd](Cl)([P](C1C=CC=CC=1)(C1C=CC=CC=1)C1C=CC=CC=1)[P](C1C=CC=CC=1)(C1C=CC=CC=1)C1C=CC=CC=1. The product is [OH:10][CH2:9][C:6]1[CH:7]=[CH:8][C:3]([C:1]#[C:2][C:19]2[CH:20]=[CH:21][C:16]([C:15]([O:14][CH2:12][CH3:13])=[O:23])=[CH:17][CH:18]=2)=[CH:4][C:5]=1[CH3:11]. The yield is 0.990. (5) The reactants are Cl.[Sn](Cl)Cl.[N+:5]([C:8]1[CH:13]=[C:12]([C:14]([F:17])([F:16])[F:15])[CH:11]=[CH:10][C:9]=1[N:18]1[CH2:23][CH2:22][O:21][CH2:20][CH2:19]1)([O-])=O.C(=O)([O-])O.[Na+]. The catalyst is CO. The product is [NH2:5][C:8]1[CH:13]=[C:12]([C:14]([F:15])([F:16])[F:17])[CH:11]=[CH:10][C:9]=1[N:18]1[CH2:19][CH2:20][O:21][CH2:22][CH2:23]1. The yield is 0.912. (6) The reactants are [CH3:1][C:2]1[CH:11]=[CH:10][C:9]2[C:4](=[CH:5][CH:6]=[CH:7][C:8]=2[N:12]2[CH2:17][CH2:16][N:15]([CH2:18][CH2:19][C:20]3[CH:21]=[C:22]([CH:24]=[CH:25][CH:26]=3)[NH2:23])[CH2:14][CH2:13]2)[N:3]=1.[CH:27]1([C:33](Cl)=[O:34])[CH2:32][CH2:31][CH2:30][CH2:29][CH2:28]1. No catalyst specified. The product is [CH3:1][C:2]1[CH:11]=[CH:10][C:9]2[C:4](=[CH:5][CH:6]=[CH:7][C:8]=2[N:12]2[CH2:13][CH2:14][N:15]([CH2:18][CH2:19][C:20]3[CH:21]=[C:22]([NH:23][C:33]([CH:27]4[CH2:32][CH2:31][CH2:30][CH2:29][CH2:28]4)=[O:34])[CH:24]=[CH:25][CH:26]=3)[CH2:16][CH2:17]2)[N:3]=1. The yield is 0.300. (7) The reactants are [C:1](OC(O[C:1]([CH3:4])([CH3:3])[CH3:2])N(C)C)([CH3:4])([CH3:3])[CH3:2].[C:15]([O:19][C:20]([NH:22][C@:23]1([C:33]([OH:35])=[O:34])[C@@H:25]([C:26]2[CH:31]=[CH:30][CH:29]=[CH:28][CH:27]=2)[C@H:24]1[CH3:32])=[O:21])([CH3:18])([CH3:17])[CH3:16].C(=O)([O-])O.[Na+]. The catalyst is C1(C)C=CC=CC=1. The product is [C:1]([O:34][C:33]([C@@:23]1([NH:22][C:20]([O:19][C:15]([CH3:16])([CH3:17])[CH3:18])=[O:21])[C@@H:25]([C:26]2[CH:31]=[CH:30][CH:29]=[CH:28][CH:27]=2)[C@H:24]1[CH3:32])=[O:35])([CH3:4])([CH3:3])[CH3:2]. The yield is 0.990.